Dataset: Retrosynthesis with 50K atom-mapped reactions and 10 reaction types from USPTO. Task: Predict the reactants needed to synthesize the given product. Given the product CCn1c2c(c(=O)n1-c1ccccc1Cl)[C@@H]1CC[C@@]2(C)C1(C)C, predict the reactants needed to synthesize it. The reactants are: CC1(C)[C@H]2CC[C@]1(C)c1[nH]n(-c3ccccc3Cl)c(=O)c12.CCI.